Task: Predict which catalyst facilitates the given reaction.. Dataset: Catalyst prediction with 721,799 reactions and 888 catalyst types from USPTO (1) Reactant: [CH3:1][O:2][C:3]1[CH:8]=[CH:7][C:6]([CH:9]2[C:17]3[C:12](=[CH:13][CH:14]=[CH:15][CH:16]=3)[CH:11]([C:18]3[CH:23]=[CH:22][CH:21]=[CH:20][CH:19]=3)[CH:10]2[C:24]([O:26]CC)=[O:25])=[CH:5][CH:4]=1.COC1C=CC(C2C3C(=CC=CC=3)C(C3C=CC=CC=3)=C2C(OCC)=O)=CC=1. Product: [CH3:1][O:2][C:3]1[CH:8]=[CH:7][C:6]([CH:9]2[C:17]3[C:12](=[CH:13][CH:14]=[CH:15][CH:16]=3)[CH:11]([C:18]3[CH:19]=[CH:20][CH:21]=[CH:22][CH:23]=3)[CH:10]2[C:24]([OH:26])=[O:25])=[CH:5][CH:4]=1. The catalyst class is: 99. (2) Reactant: [C:1]([CH2:3][CH2:4][CH2:5][CH2:6][CH:7]([CH:20]=[CH:21][C:22]1[CH:27]=[CH:26][CH:25]=[CH:24][C:23]=1[OH:28])[CH2:8][CH2:9][C:10]1[CH:19]=[CH:18][C:13]([C:14]([O:16][CH3:17])=[O:15])=[CH:12][CH:11]=1)#[N:2].[C:29]([C:33]1[CH:40]=[CH:39][C:36]([CH2:37]Br)=[CH:35][CH:34]=1)([CH3:32])([CH3:31])[CH3:30].C(=O)([O-])[O-].[K+].[K+]. Product: [C:29]([C:33]1[CH:34]=[CH:35][C:36]([CH2:37][O:28][C:23]2[CH:24]=[CH:25][CH:26]=[CH:27][C:22]=2/[CH:21]=[CH:20]/[CH:7]([CH2:6][CH2:5][CH2:4][CH2:3][C:1]#[N:2])[CH2:8][CH2:9][C:10]2[CH:11]=[CH:12][C:13]([C:14]([O:16][CH3:17])=[O:15])=[CH:18][CH:19]=2)=[CH:39][CH:40]=1)([CH3:32])([CH3:30])[CH3:31]. The catalyst class is: 10. (3) Reactant: [F:1][C:2]1[CH:7]=[CH:6][C:5]([C:8]2[C:9]3[CH:10]=[C:11]([C:18](OCC)=[O:19])[CH:12]=[N:13][C:14]=3[CH2:15][CH2:16][CH:17]=2)=[CH:4][CH:3]=1.[H-].[H-].[H-].[H-].[Li+].[Al+3].O. Product: [F:1][C:2]1[CH:7]=[CH:6][C:5]([C:8]2[C:9]3[CH:10]=[C:11]([CH2:18][OH:19])[CH:12]=[N:13][C:14]=3[CH2:15][CH2:16][CH:17]=2)=[CH:4][CH:3]=1. The catalyst class is: 28. (4) Reactant: [NH2:1][C:2]1[C:10]2[C:5](=[N:6][C:7]([C:11]3[CH:12]=[C:13]([CH:20]=[CH:21][C:22]=3[CH3:23])[C:14]([NH:16][CH:17]3[CH2:19][CH2:18]3)=[O:15])=[CH:8][CH:9]=2)[NH:4][N:3]=1.[C:24](Cl)(=[O:27])[CH2:25][CH3:26]. Product: [CH:17]1([NH:16][C:14](=[O:15])[C:13]2[CH:20]=[CH:21][C:22]([CH3:23])=[C:11]([C:7]3[N:6]=[C:5]4[NH:4][N:3]=[C:2]([NH:1][C:24](=[O:27])[CH2:25][CH3:26])[C:10]4=[CH:9][CH:8]=3)[CH:12]=2)[CH2:18][CH2:19]1. The catalyst class is: 17. (5) Reactant: [F:1][CH:2]([F:14])[CH:3]1[C:12]2[C:7](=[CH:8][CH:9]=[CH:10][CH:11]=2)[NH:6][C:5](=O)[CH2:4]1.CSC.B. Product: [F:14][CH:2]([F:1])[CH:3]1[C:12]2[C:7](=[CH:8][CH:9]=[CH:10][CH:11]=2)[NH:6][CH2:5][CH2:4]1. The catalyst class is: 1. (6) Reactant: [N+:1]([C:4]1[CH:9]=[CH:8][CH:7]=[C:6]([N+:10]([O-])=O)[C:5]=1[OH:13])([O-:3])=[O:2].[OH-].[NH4+].[Cl-].[NH4+].O.O.O.O.O.O.O.O.O.[S-2].[Na+].[Na+].Cl. The catalyst class is: 6. Product: [NH2:10][C:6]1[CH:7]=[CH:8][CH:9]=[C:4]([N+:1]([O-:3])=[O:2])[C:5]=1[OH:13].